This data is from Forward reaction prediction with 1.9M reactions from USPTO patents (1976-2016). The task is: Predict the product of the given reaction. (1) Given the reactants Cl[C:2]1[CH:7]=[N:6][CH:5]=[C:4]([Cl:8])[N:3]=1.[C:9]1([C:15]2[CH:22]=[CH:21][C:18]([CH2:19][OH:20])=[CH:17][CH:16]=2)[CH:14]=[CH:13][CH:12]=[CH:11][CH:10]=1.[H-].[Na+], predict the reaction product. The product is: [C:15]1([C:9]2[CH:10]=[CH:11][CH:12]=[CH:13][CH:14]=2)[CH:16]=[CH:17][C:18]([CH2:19][O:20][C:2]2[CH:7]=[N:6][CH:5]=[C:4]([Cl:8])[N:3]=2)=[CH:21][CH:22]=1. (2) Given the reactants [Cl:1][C:2]1[S:6][C:5]([C:7]([NH:9][C@H:10]2[C@@H:14]([NH:15][C:16](=[O:30])[C:17]3[CH:22]=[CH:21][C:20]([N:23]4[CH:28]=[CH:27][CH:26]=[CH:25][C:24]4=[O:29])=[CH:19][CH:18]=3)[CH2:13][C@H:12]([C:31](O)=[O:32])[CH2:11]2)=[O:8])=[CH:4][CH:3]=1.CCN(CC)CC.ClC(OCC)=O.[BH4-].[Na+], predict the reaction product. The product is: [OH:32][CH2:31][C@@H:12]1[CH2:11][C@@H:10]([NH:9][C:7]([C:5]2[S:6][C:2]([Cl:1])=[CH:3][CH:4]=2)=[O:8])[C@@H:14]([NH:15][C:16](=[O:30])[C:17]2[CH:22]=[CH:21][C:20]([N:23]3[CH:28]=[CH:27][CH:26]=[CH:25][C:24]3=[O:29])=[CH:19][CH:18]=2)[CH2:13]1. (3) Given the reactants C[OH:2].Cl.Cl.Cl.[CH2:6]([NH:14][C:15]([NH:17][C:18]([NH:20][CH2:21][CH2:22][CH2:23][CH2:24][CH2:25][CH2:26][CH3:27])=[NH:19])=[NH:16])[CH2:7][CH2:8][CH2:9][CH2:10][CH2:11][CH2:12][CH3:13].[CH3:28][C:29]([CH3:31])=[O:30], predict the reaction product. The product is: [C:29]([OH:2])(=[O:30])[CH3:31].[CH2:6]([NH:14][C:15]1[NH:17][C:18]([NH:20][CH2:21][CH2:22][CH2:23][CH2:24][CH2:25][CH2:26][CH3:27])=[N:19][C:29]([CH3:31])([CH3:28])[N:16]=1)[CH2:7][CH2:8][CH2:9][CH2:10][CH2:11][CH2:12][CH3:13].